From a dataset of Full USPTO retrosynthesis dataset with 1.9M reactions from patents (1976-2016). Predict the reactants needed to synthesize the given product. Given the product [CH3:29][C:30]1([S:33]([NH:36][C:14]([C@@:9]2([NH:8][C:6](=[O:7])[O:5][C:1]([CH3:2])([CH3:3])[CH3:4])[CH2:11][C@H:10]2[CH:12]=[CH2:13])=[O:16])(=[O:35])=[O:34])[CH2:32][CH2:31]1, predict the reactants needed to synthesize it. The reactants are: [C:1]([O:5][C:6]([NH:8][C@:9]1([C:14]([OH:16])=O)[CH2:11][C@H:10]1[CH:12]=[CH2:13])=[O:7])([CH3:4])([CH3:3])[CH3:2].C1N=CN(C(N2C=NC=C2)=O)C=1.[CH3:29][C:30]1([S:33]([NH2:36])(=[O:35])=[O:34])[CH2:32][CH2:31]1.C1CCN2C(=NCCC2)CC1.